This data is from Full USPTO retrosynthesis dataset with 1.9M reactions from patents (1976-2016). The task is: Predict the reactants needed to synthesize the given product. (1) Given the product [F:10][C:11]([F:24])([F:25])[C:12]1[CH:13]=[C:14]([CH:17]=[C:18]([C:20]([F:23])([F:22])[F:21])[CH:19]=1)[CH:15]=[CH:16][C:2]1[CH:9]=[CH:8][C:5]([CH2:6][OH:7])=[CH:4][CH:3]=1, predict the reactants needed to synthesize it. The reactants are: Br[C:2]1[CH:9]=[CH:8][C:5]([CH2:6][OH:7])=[CH:4][CH:3]=1.[F:10][C:11]([F:25])([F:24])[C:12]1[CH:13]=[C:14]([CH:17]=[C:18]([C:20]([F:23])([F:22])[F:21])[CH:19]=1)[CH:15]=[CH2:16]. (2) Given the product [N:20]1([CH2:10][CH2:3][NH:4][C:44]2[N:43]=[C:42]([C@@H:51]([NH:61][C:62](=[O:68])[O:63][C:64]([CH3:67])([CH3:66])[CH3:65])[CH2:52][C:53]3[CH:58]=[C:57]([F:59])[CH:56]=[C:55]([F:60])[CH:54]=3)[C:41]([Br:40])=[CH:46][N:45]=2)[CH:21]=[CH:22][N:23]=[N:24]1, predict the reactants needed to synthesize it. The reactants are: BrC1[C:3]([C@@H:10]([NH:20][C:21](=O)[CH2:22][N:23]2C3C(F)(F)CCC(F)(F)C=3C(C(F)F)=[N:24]2)CC2C=C(F)C=C(F)C=2)=[N:4]C(NC)=NC=1.[Br:40][C:41]1[C:42]([C@@H:51]([NH:61][C:62](=[O:68])[O:63][C:64]([CH3:67])([CH3:66])[CH3:65])[CH2:52][C:53]2[CH:58]=[C:57]([F:59])[CH:56]=[C:55]([F:60])[CH:54]=2)=[N:43][C:44](S(C)(=O)=O)=[N:45][CH:46]=1.N1(CCN)C=CN=N1. (3) Given the product [O:11]=[S:3]1(=[O:10])[CH2:4][CH2:5][CH2:6][CH:7]([CH2:8][O:37][C:33]2[CH:32]=[C:31]([C@H:20]([OH:19])[CH2:21][CH2:22][NH:23][C:24](=[O:30])[O:25][C:26]([CH3:27])([CH3:28])[CH3:29])[CH:36]=[CH:35][CH:34]=2)[CH2:2]1, predict the reactants needed to synthesize it. The reactants are: C[CH:2]1[CH:7]([CH2:8]Br)[CH2:6][CH2:5][CH2:4][S:3]1(=[O:11])=[O:10].C1(O)C=CC=CC=1.[OH:19][C@@H:20]([C:31]1[CH:36]=[CH:35][CH:34]=[C:33]([OH:37])[CH:32]=1)[CH2:21][CH2:22][NH:23][C:24](=[O:30])[O:25][C:26]([CH3:29])([CH3:28])[CH3:27]. (4) Given the product [C:6]1([C:12]#[C:13][CH2:14][CH2:15][CH2:16][CH2:17][CH3:18])[CH:11]=[CH:10][CH:9]=[CH:8][CH:7]=1, predict the reactants needed to synthesize it. The reactants are: [Cr](O)(O)(=O)=O.[C:6]1([C:12]#[C:13][CH2:14][CH2:15][CH2:16][CH2:17][CH2:18]O)[CH:11]=[CH:10][CH:9]=[CH:8][CH:7]=1.O. (5) Given the product [CH3:1][S:2]([C:5]1[CH:6]=[CH:7][C:8]([O:14][CH:15]([CH3:20])[C:16]([F:19])([F:18])[F:17])=[C:9]([C:10]([N:39]2[CH2:38][CH2:37][N:36]([C:34]3[S:35][C:31]([S:28]([C:25]4[CH:26]=[CH:27][N:22]=[CH:23][CH:24]=4)(=[O:29])=[O:30])=[CH:32][N:33]=3)[CH2:41][CH2:40]2)=[O:12])[CH:13]=1)(=[O:3])=[O:4], predict the reactants needed to synthesize it. The reactants are: [CH3:1][S:2]([C:5]1[CH:6]=[CH:7][C:8]([O:14][CH:15]([CH3:20])[C:16]([F:19])([F:18])[F:17])=[C:9]([CH:13]=1)[C:10]([OH:12])=O)(=[O:4])=[O:3].Cl.[N:22]1[CH:27]=[CH:26][C:25]([S:28]([C:31]2[S:35][C:34]([N:36]3[CH2:41][CH2:40][NH:39][CH2:38][CH2:37]3)=[N:33][CH:32]=2)(=[O:30])=[O:29])=[CH:24][CH:23]=1.